Dataset: Reaction yield outcomes from USPTO patents with 853,638 reactions. Task: Predict the reaction yield, written as a fraction of the theoretical maximum amount of product (1.0 means a 100% yield; for example, 0.34 means a 34% yield). (1) The reactants are [S:1]1[C:5]2[C:6]([CH2:10][N:11]([CH2:25][CH:26]([CH3:28])[CH3:27])[CH:12]3[CH2:17][CH2:16][N:15](C([O:20][C:21]([CH3:24])(C)C)=O)[CH2:14][CH2:13]3)=[CH:7][CH:8]=[CH:9][C:4]=2[CH:3]=[CH:2]1.C1([O:35]C)C=CC=CC=1.F[C:38](F)(F)[C:39]([OH:41])=[O:40]. The catalyst is ClCCl. The product is [C:39]([OH:41])(=[O:40])/[CH:38]=[CH:24]/[C:21]([OH:20])=[O:35].[CH3:27][CH:26]([CH3:28])[CH2:25][N:11]([CH2:10][C:6]1[C:5]2[S:1][CH:2]=[CH:3][C:4]=2[CH:9]=[CH:8][CH:7]=1)[CH:12]1[CH2:17][CH2:16][NH:15][CH2:14][CH2:13]1. The yield is 0.750. (2) The reactants are [C:1]([O:5][C:6]([N:8]1[CH2:13][CH2:12][N:11]([C:14]2[CH:19]=[CH:18][C:17]([CH2:20][NH2:21])=[CH:16][CH:15]=2)[CH2:10][CH2:9]1)=[O:7])([CH3:4])([CH3:3])[CH3:2].[Cl:22][C:23]1[CH:28]=[C:27]([N+:29]([O-:31])=[O:30])[C:26]([O:32][CH3:33])=[CH:25][C:24]=1[CH:34]=[CH2:35].C1(C=CC(O)=CC=1)O. The catalyst is C(O)(C)C. The product is [Cl:22][C:23]1[CH:28]=[C:27]([N+:29]([O-:31])=[O:30])[C:26]([O:32][CH3:33])=[CH:25][C:24]=1[CH2:34][CH2:35][NH:21][CH2:20][C:17]1[CH:16]=[CH:15][C:14]([N:11]2[CH2:10][CH2:9][N:8]([C:6]([O:5][C:1]([CH3:4])([CH3:2])[CH3:3])=[O:7])[CH2:13][CH2:12]2)=[CH:19][CH:18]=1. The yield is 0.650. (3) The reactants are COC[O:4][C:5](=O)[C:6]1[CH:11]=[C:10]([Br:12])[C:9]([O:13][CH2:14][O:15][CH3:16])=[CH:8][C:7]=1[O:17][CH2:18][O:19][CH3:20].O.[NH2:23][NH2:24]. The catalyst is C(O)C. The yield is 0.460. The product is [Br:12][C:10]1[C:9]([O:13][CH2:14][O:15][CH3:16])=[CH:8][C:7]([O:17][CH2:18][O:19][CH3:20])=[C:6]([CH:11]=1)[C:5]([NH:23][NH2:24])=[O:4]. (4) The reactants are [C:1]([C:5]1[CH:10]=[CH:9][C:8]([C:11](=O)[CH2:12][CH2:13]N(C)C)=[CH:7][CH:6]=1)([CH3:4])([CH3:3])[CH3:2].[NH2:18][C:19]([CH3:25])=[CH:20][C:21]([O:23][CH3:24])=[O:22].O. The catalyst is C(O)(=O)C. The product is [C:1]([C:5]1[CH:6]=[CH:7][C:8]([C:11]2[CH:12]=[CH:13][C:20]([C:21]([O:23][CH3:24])=[O:22])=[C:19]([CH3:25])[N:18]=2)=[CH:9][CH:10]=1)([CH3:2])([CH3:3])[CH3:4]. The yield is 0.580.